This data is from Reaction yield outcomes from USPTO patents with 853,638 reactions. The task is: Predict the reaction yield, written as a fraction of the theoretical maximum amount of product (1.0 means a 100% yield; for example, 0.34 means a 34% yield). (1) The reactants are Br[CH:2]([OH:4])[CH3:3].Cl[S:6]([N:9]=[C:10]=[O:11])(=[O:8])=[O:7].[CH:12]1([CH2:15][NH2:16])[CH2:14][CH2:13]1.C(N(CC)CC)C. The product is [CH:12]1([CH2:15][NH:16][S:6]([N:9]2[CH2:3][CH2:2][O:4][C:10]2=[O:11])(=[O:8])=[O:7])[CH2:14][CH2:13]1. The yield is 0.460. The catalyst is C(Cl)Cl. (2) The reactants are [OH:1][C:2]1[N:3]=[C:4]2[CH:12]=[N:11][C:10]([C:13]3[CH2:18][CH2:17][N:16]([C:19]([O:21][C:22]([CH3:25])([CH3:24])[CH3:23])=[O:20])[CH2:15][CH:14]=3)=[CH:9][N:5]2[C:6](=[O:8])[CH:7]=1.[H-].[Na+].C1(N([S:35]([C:38]([F:41])([F:40])[F:39])(=[O:37])=[O:36])[S:35]([C:38]([F:41])([F:40])[F:39])(=[O:37])=[O:36])C=CC=CC=1. The catalyst is CN(C=O)C. The product is [O:8]=[C:6]1[N:5]2[CH:9]=[C:10]([C:13]3[CH2:18][CH2:17][N:16]([C:19]([O:21][C:22]([CH3:25])([CH3:24])[CH3:23])=[O:20])[CH2:15][CH:14]=3)[N:11]=[CH:12][C:4]2=[N:3][C:2]([O:1][S:35]([C:38]([F:41])([F:40])[F:39])(=[O:37])=[O:36])=[CH:7]1. The yield is 0.400. (3) The catalyst is [Pd].C(O)C. The reactants are [CH3:1][C:2]1[CH:7]=[CH:6][C:5]([N+:8]([O-])=O)=[CH:4][C:3]=1[O:11][CH3:12]. The product is [NH2:8][C:5]1[CH:6]=[CH:7][C:2]([CH3:1])=[C:3]([O:11][CH3:12])[CH:4]=1. The yield is 0.980. (4) The reactants are Cl[C:2]1[C:7]([N+:8]([O-:10])=[O:9])=[CH:6][CH:5]=[CH:4][C:3]=1[N+:11]([O-:13])=[O:12].[C:14]([O:18][C:19]([N:21]1[CH2:26][CH2:25][NH:24][CH2:23][CH2:22]1)=[O:20])([CH3:17])([CH3:16])[CH3:15].C([O-])([O-])=O.[K+].[K+]. The catalyst is C(#N)C. The product is [C:14]([O:18][C:19]([N:21]1[CH2:26][CH2:25][N:24]([C:2]2[C:7]([N+:8]([O-:10])=[O:9])=[CH:6][CH:5]=[CH:4][C:3]=2[N+:11]([O-:13])=[O:12])[CH2:23][CH2:22]1)=[O:20])([CH3:17])([CH3:15])[CH3:16]. The yield is 0.850. (5) The reactants are CCN(S(F)(F)[F:7])CC.O[C:11]1([C:39]2[S:40][CH:41]=[CH:42][N:43]=2)[CH2:16][CH2:15][CH:14]([N:17]2[CH2:21][CH2:20][C@@H:19]([NH:22][C:23](=[O:38])[CH2:24][NH:25][C:26](=[O:37])[C:27]3[CH:32]=[CH:31][CH:30]=[C:29]([C:33]([F:36])([F:35])[F:34])[CH:28]=3)[CH2:18]2)[CH2:13][CH2:12]1.O.CCOC(C)=O. The catalyst is C(Cl)Cl. The product is [F:7][C:11]1([C:39]2[S:40][CH:41]=[CH:42][N:43]=2)[CH2:16][CH2:15][CH:14]([N:17]2[CH2:21][CH2:20][C@@H:19]([NH:22][C:23](=[O:38])[CH2:24][NH:25][C:26](=[O:37])[C:27]3[CH:32]=[CH:31][CH:30]=[C:29]([C:33]([F:36])([F:35])[F:34])[CH:28]=3)[CH2:18]2)[CH2:13][CH2:12]1. The yield is 0.310. (6) The reactants are [CH3:1][C:2]1[CH:12]=[CH:11][C:10]([N+:13]([O-])=O)=[CH:9][C:3]=1[C:4]([O:6][CH2:7][CH3:8])=[O:5]. The catalyst is C(O)C.[Pd]. The product is [NH2:13][C:10]1[CH:11]=[CH:12][C:2]([CH3:1])=[C:3]([CH:9]=1)[C:4]([O:6][CH2:7][CH3:8])=[O:5]. The yield is 0.980.